Task: Predict the reaction yield, written as a fraction of the theoretical maximum amount of product (1.0 means a 100% yield; for example, 0.34 means a 34% yield).. Dataset: Reaction yield outcomes from USPTO patents with 853,638 reactions (1) The reactants are [Br:1][C:2]1[CH:3]=[C:4]([CH:8]=[CH:9][C:10]=1[C:11]([N:13]1[CH2:17][CH2:16][CH2:15][CH2:14]1)=[O:12])[C:5]([OH:7])=O.CN(C(ON1N=NC2C=CC=CC1=2)=[N+](C)C)C.[B-](F)(F)(F)F.C(N(C(C)C)CC)(C)C.[Cl:49][C:50]1[CH:62]=[CH:61][C:53]2[NH:54][C:55]([C@@H:57]([NH2:60])[CH2:58][OH:59])=[N:56][C:52]=2[CH:51]=1.BrBr.ClCl. The catalyst is O1CCCC1.ClCCl.CO. The product is [Br:1][C:2]1[CH:3]=[C:4]([CH:8]=[CH:9][C:10]=1[C:11]([N:13]1[CH2:17][CH2:16][CH2:15][CH2:14]1)=[O:12])[C:5]([NH:60][C@H:57]([C:55]1[NH:54][C:53]2[CH:61]=[CH:62][C:50]([Cl:49])=[CH:51][C:52]=2[N:56]=1)[CH2:58][OH:59])=[O:7]. The yield is 0.900. (2) The reactants are [S:1]1[C:5]2[CH:6]=[CH:7][CH:8]=[CH:9][C:4]=2[N:3]=[C:2]1[CH2:10][C:11]1[CH:16]=[CH:15][C:14]([CH2:17]O)=[CH:13][CH:12]=1.S(Cl)([Cl:21])=O. The catalyst is C(Cl)Cl. The product is [Cl:21][CH2:17][C:14]1[CH:15]=[CH:16][C:11]([CH2:10][C:2]2[S:1][C:5]3[CH:6]=[CH:7][CH:8]=[CH:9][C:4]=3[N:3]=2)=[CH:12][CH:13]=1. The yield is 1.00. (3) The reactants are N1C=CN=C1.C1(P(C2C=CC=CC=2)C2C=CC=CC=2)C=CC=CC=1.[F:25][C:26]([F:39])([F:38])[C:27]1[CH:28]=[C:29]([CH2:33][CH2:34][CH:35](O)[CH3:36])[CH:30]=[CH:31][CH:32]=1.[Br:40]Br. The catalyst is C(Cl)Cl.CCCCCC. The product is [Br:40][CH:35]([CH3:36])[CH2:34][CH2:33][C:29]1[CH:30]=[CH:31][CH:32]=[C:27]([C:26]([F:39])([F:38])[F:25])[CH:28]=1. The yield is 0.780. (4) The reactants are [OH:1][C:2]1[CH:3]=[C:4]([N:8]2[C:17](=[O:18])[C:16]3[C:11](=[CH:12][CH:13]=[CH:14][C:15]=3[CH3:19])[N:10]=[C:9]2[CH:20]([NH:22][C:23]2[N:31]=[CH:30][N:29]=[C:28]3[C:24]=2[N:25]=[CH:26][N:27]3[CH2:32][O:33][CH2:34][CH2:35][Si:36]([CH3:39])([CH3:38])[CH3:37])[CH3:21])[CH:5]=[CH:6][CH:7]=1.C(N(CC)CC)C.C1C=CC(N([S:54]([C:57]([F:60])([F:59])[F:58])(=[O:56])=[O:55])[S:54]([C:57]([F:60])([F:59])[F:58])(=[O:56])=[O:55])=CC=1. The catalyst is C(Cl)Cl. The product is [CH3:19][C:15]1[CH:14]=[CH:13][CH:12]=[C:11]2[C:16]=1[C:17](=[O:18])[N:8]([C:4]1[CH:3]=[C:2]([O:1][S:54]([C:57]([F:60])([F:59])[F:58])(=[O:56])=[O:55])[CH:7]=[CH:6][CH:5]=1)[C:9]([CH:20]([NH:22][C:23]1[N:31]=[CH:30][N:29]=[C:28]3[C:24]=1[N:25]=[CH:26][N:27]3[CH2:32][O:33][CH2:34][CH2:35][Si:36]([CH3:37])([CH3:39])[CH3:38])[CH3:21])=[N:10]2. The yield is 0.770. (5) The reactants are [Cl:1][C:2]1[CH:3]=[CH:4][C:5]2[N:6]([C:8](I)=[CH:9][N:10]=2)[N:7]=1.C([O-])([O-])=O.[Na+].[Na+].[C:18]([C:20]1[CH:25]=[CH:24][C:23](B(O)O)=[CH:22][CH:21]=1)#[N:19]. The catalyst is CN(C=O)C.O.C1C=CC([P]([Pd]([P](C2C=CC=CC=2)(C2C=CC=CC=2)C2C=CC=CC=2)([P](C2C=CC=CC=2)(C2C=CC=CC=2)C2C=CC=CC=2)[P](C2C=CC=CC=2)(C2C=CC=CC=2)C2C=CC=CC=2)(C2C=CC=CC=2)C2C=CC=CC=2)=CC=1. The product is [Cl:1][C:2]1[CH:3]=[CH:4][C:5]2[N:6]([C:8]([C:23]3[CH:24]=[CH:25][C:20]([C:18]#[N:19])=[CH:21][CH:22]=3)=[CH:9][N:10]=2)[N:7]=1. The yield is 0.980. (6) The reactants are [C:1]1([CH3:17])[CH:6]=[CH:5][C:4]([S:7]([N:10]2[CH:16]3[CH:11]2[CH2:12][CH2:13][CH2:14][CH2:15]3)(=[O:9])=[O:8])=[CH:3][CH:2]=1.[CH3:18][Li]. The catalyst is C1COCC1.C/C(/O)=C/C(C)=O.C/C(/O)=C/C(C)=O.[Cu]. The product is [CH3:17][C:1]1[CH:2]=[CH:3][C:4]([S:7]([NH:10][C@@H:16]2[CH2:15][CH2:14][CH2:13][CH2:12][C@H:11]2[CH3:18])(=[O:8])=[O:9])=[CH:5][CH:6]=1. The yield is 0.620.